Dataset: Full USPTO retrosynthesis dataset with 1.9M reactions from patents (1976-2016). Task: Predict the reactants needed to synthesize the given product. Given the product [CH:40]1([N:37]2[CH2:38][CH2:39][N:34]([C:32](=[O:33])[CH2:31][N:19]3[CH2:18][CH2:17][C:16]4[C:15]5[C:10](=[CH:11][CH:12]=[CH:13][CH:14]=5)[N:9]([CH3:8])[C:21]=4[CH2:20]3)[CH2:35][CH2:36]2)[CH2:43][CH2:42][CH2:41]1, predict the reactants needed to synthesize it. The reactants are: FC(F)(F)C(O)=O.[CH3:8][N:9]1[C:21]2[CH2:20][NH:19][CH2:18][CH2:17][C:16]=2[C:15]2[C:10]1=[CH:11][CH:12]=[CH:13][CH:14]=2.[Na+].[I-].C([O-])([O-])=O.[K+].[K+].Cl[CH2:31][C:32]([N:34]1[CH2:39][CH2:38][N:37]([CH:40]2[CH2:43][CH2:42][CH2:41]2)[CH2:36][CH2:35]1)=[O:33].